Dataset: Forward reaction prediction with 1.9M reactions from USPTO patents (1976-2016). Task: Predict the product of the given reaction. (1) Given the reactants [CH3:1][S:2]([C:5]1[CH:6]=[C:7]([C:11]2[N:16]3[N:17]=[C:18]([NH2:20])[N:19]=[C:15]3[CH:14]=[CH:13][CH:12]=2)[CH:8]=[CH:9][CH:10]=1)(=[O:4])=[O:3].Br[C:22]1[CH:27]=[CH:26][C:25]([N:28]2[CH2:33][CH2:32][O:31][CH2:30][CH2:29]2)=[CH:24][CH:23]=1, predict the reaction product. The product is: [CH3:1][S:2]([C:5]1[CH:6]=[C:7]([C:11]2[N:16]3[N:17]=[C:18]([NH:20][C:22]4[CH:23]=[CH:24][C:25]([N:28]5[CH2:29][CH2:30][O:31][CH2:32][CH2:33]5)=[CH:26][CH:27]=4)[N:19]=[C:15]3[CH:14]=[CH:13][CH:12]=2)[CH:8]=[CH:9][CH:10]=1)(=[O:3])=[O:4]. (2) Given the reactants [Si:1]([O:8][C@H:9]1[C@H:13]2[O:14][CH2:15][C@@H:16]([O:17][C:18]3[N:28]([CH2:29][O:30][CH2:31][CH2:32][Si:33]([CH3:36])([CH3:35])[CH3:34])[C:21]4=[N:22][C:23](I)=[C:24]([Cl:26])[CH:25]=[C:20]4[N:19]=3)[C@H:12]2[O:11][CH2:10]1)([C:4]([CH3:7])([CH3:6])[CH3:5])([CH3:3])[CH3:2].CC1(C)C(C)(C)OB([C:45]2[CH:50]=[CH:49][C:48]([C@@H:51]3[CH2:56][CH2:55][C@H:54]([OH:57])[CH2:53][CH2:52]3)=[CH:47][CH:46]=2)O1, predict the reaction product. The product is: [Si:1]([O:8][C@H:9]1[C@H:13]2[O:14][CH2:15][C@@H:16]([O:17][C:18]3[N:28]([CH2:29][O:30][CH2:31][CH2:32][Si:33]([CH3:36])([CH3:35])[CH3:34])[C:21]4=[N:22][C:23]([C:45]5[CH:50]=[CH:49][C:48]([C@@H:51]6[CH2:52][CH2:53][C@H:54]([OH:57])[CH2:55][CH2:56]6)=[CH:47][CH:46]=5)=[C:24]([Cl:26])[CH:25]=[C:20]4[N:19]=3)[C@H:12]2[O:11][CH2:10]1)([C:4]([CH3:7])([CH3:6])[CH3:5])([CH3:3])[CH3:2]. (3) Given the reactants [Br:1][C:2]1[CH:3]=[C:4]2[C:10](I)=[C:9](S(N3C4=NC=CC=C4C=C3)(=O)=O)[N:8]([S:24]([C:27]3[CH:32]=[CH:31][C:30]([CH3:33])=[CH:29][CH:28]=3)(=[O:26])=[O:25])[C:5]2=[N:6][CH:7]=1.[NH:34]1[C:42]2[C:37](=[CH:38][CH:39]=[CH:40][C:41]=2B(O)O)[CH:36]=[CH:35]1.C(=O)([O-])[O-].[Na+].[Na+].[Cl-].[Na+].Cl, predict the reaction product. The product is: [Br:1][C:2]1[CH:3]=[C:4]2[C:10]([C:41]3[CH:40]=[CH:39][CH:38]=[C:37]4[C:42]=3[NH:34][CH:35]=[CH:36]4)=[CH:9][N:8]([S:24]([C:27]3[CH:28]=[CH:29][C:30]([CH3:33])=[CH:31][CH:32]=3)(=[O:26])=[O:25])[C:5]2=[N:6][CH:7]=1. (4) Given the reactants [OH-].[Li+].[Cl:3][C:4]1[C:9]2[CH:10]=[C:11]([C:13]([O:15]C)=[O:14])[O:12][C:8]=2[CH:7]=[C:6]([N+:17]([O-:19])=[O:18])[C:5]=1[O:20][CH3:21], predict the reaction product. The product is: [Cl:3][C:4]1[C:9]2[CH:10]=[C:11]([C:13]([OH:15])=[O:14])[O:12][C:8]=2[CH:7]=[C:6]([N+:17]([O-:19])=[O:18])[C:5]=1[O:20][CH3:21].